This data is from Forward reaction prediction with 1.9M reactions from USPTO patents (1976-2016). The task is: Predict the product of the given reaction. Given the reactants [Br:1][C:2]1[C:9]([F:10])=[CH:8][C:5]([CH:6]=O)=[C:4]([F:11])[CH:3]=1.[CH3:12][C:13]([S@:16]([NH2:18])=[O:17])([CH3:15])[CH3:14], predict the reaction product. The product is: [Br:1][C:2]1[C:9]([F:10])=[CH:8][C:5](/[CH:6]=[N:18]/[S@@:16]([C:13]([CH3:15])([CH3:14])[CH3:12])=[O:17])=[C:4]([F:11])[CH:3]=1.